From a dataset of Reaction yield outcomes from USPTO patents with 853,638 reactions. Predict the reaction yield, written as a fraction of the theoretical maximum amount of product (1.0 means a 100% yield; for example, 0.34 means a 34% yield). The reactants are [O:1]1[CH2:6][CH2:5][CH:4]([CH2:7][C:8]([CH:10]2[C:15](=O)[CH2:14][CH2:13][O:12][CH2:11]2)=O)[CH2:3][CH2:2]1.[CH3:17][C:18]1[N:19]([C:23]2[CH:28]=[CH:27][C:26]([NH:29][C:30]([NH2:32])=[NH:31])=[CH:25][CH:24]=2)[CH:20]=[CH:21][N:22]=1.C(=O)([O-])[O-].[K+].[K+].C(Cl)Cl. The catalyst is CCO.O. The product is [CH3:17][C:18]1[N:19]([C:23]2[CH:24]=[CH:25][C:26]([NH:29][C:30]3[N:31]=[C:8]([CH2:7][CH:4]4[CH2:5][CH2:6][O:1][CH2:2][CH2:3]4)[C:10]4[CH2:11][O:12][CH2:13][CH2:14][C:15]=4[N:32]=3)=[CH:27][CH:28]=2)[CH:20]=[CH:21][N:22]=1. The yield is 0.0400.